This data is from Catalyst prediction with 721,799 reactions and 888 catalyst types from USPTO. The task is: Predict which catalyst facilitates the given reaction. (1) Reactant: [H-].[Na+].[CH3:3][O:4][C:5](=[O:8])[CH2:6][SH:7].C([O:12][CH:13]([CH3:22])[C:14](Cl)=[C:15]1[CH2:19][CH2:18][CH2:17][C:16]1=O)(=O)C.C(OC(C)C(C1CCCC=1Cl)=O)(=O)C.C([O-])([O-])=O.[K+].[K+]. Product: [CH3:3][O:4][C:5]([C:6]1[S:7][C:14]([CH:13]([OH:12])[CH3:22])=[C:15]2[CH2:19][CH2:18][CH2:17][C:16]=12)=[O:8]. The catalyst class is: 670. (2) Reactant: [NH2:1][C:2]1[O:6][N:5]=[C:4]([C:7]2[CH:12]=[CH:11][CH:10]=[C:9]([O:13][C:14]([F:17])([F:16])[F:15])[CH:8]=2)[C:3]=1[C:18]([OH:20])=O.Cl.C(N=C=NCCCN(C)C)C.[F:33][C:34]1[CH:39]=[CH:38][C:37]([N:40]2[CH2:45][CH2:44][NH:43][CH2:42][CH2:41]2)=[CH:36][CH:35]=1. Product: [NH2:1][C:2]1[O:6][N:5]=[C:4]([C:7]2[CH:12]=[CH:11][CH:10]=[C:9]([O:13][C:14]([F:15])([F:16])[F:17])[CH:8]=2)[C:3]=1[C:18]([N:43]1[CH2:42][CH2:41][N:40]([C:37]2[CH:36]=[CH:35][C:34]([F:33])=[CH:39][CH:38]=2)[CH2:45][CH2:44]1)=[O:20]. The catalyst class is: 4. (3) Reactant: [F:1][C:2]([F:14])([F:13])[CH2:3][C:4]([CH:6]1[CH2:11][CH2:10][CH2:9][CH2:8][C:7]1=O)=O.O.[NH2:16][NH2:17].C1(C)C=CC(S(O)(=O)=O)=CC=1. Product: [F:1][C:2]([F:14])([F:13])[CH2:3][C:4]1[C:6]2[CH2:11][CH2:10][CH2:9][CH2:8][C:7]=2[NH:17][N:16]=1. The catalyst class is: 11. (4) Reactant: [C:1]1([CH2:7][CH2:8][CH2:9][C:10]#[C:11][C:12]2[CH:13]=[C:14]([CH:17]=[O:18])[S:15][CH:16]=2)[CH:6]=[CH:5][CH:4]=[CH:3][CH:2]=1.[BH4-].[Na+]. Product: [C:1]1([CH2:7][CH2:8][CH2:9][C:10]#[C:11][C:12]2[CH:13]=[C:14]([CH2:17][OH:18])[S:15][CH:16]=2)[CH:2]=[CH:3][CH:4]=[CH:5][CH:6]=1. The catalyst class is: 5. (5) Reactant: Br[C:2]1[CH:3]=[CH:4][CH:5]=[C:6]([CH:16]=1)[O:7][C:8]1[CH:15]=[CH:14][CH:13]=[CH:12][C:9]=1[C:10]#[N:11].[B:17]1([B:17]2[O:21][C:20]([CH3:23])([CH3:22])[C:19]([CH3:25])([CH3:24])[O:18]2)[O:21][C:20]([CH3:23])([CH3:22])[C:19]([CH3:25])([CH3:24])[O:18]1.C([O-])(=O)C.[K+].ClCCl. Product: [O:7]([C:8]1[CH:15]=[CH:14][C:13]([B:17]2[O:21][C:20]([CH3:23])([CH3:22])[C:19]([CH3:25])([CH3:24])[O:18]2)=[CH:12][C:9]=1[C:10]#[N:11])[C:6]1[CH:5]=[CH:4][CH:3]=[CH:2][CH:16]=1. The catalyst class is: 423. (6) Reactant: Cl[C:2]1C=C(C=C[CH:11]=1)C(OO)=O.C(S[C:15]1[CH:19]=[C:18]([C:20]([F:23])([F:22])[F:21])[S:17][C:16]=1[C:24]1[N:36]([CH3:37])[C:27]2=[N:28][CH:29]=[C:30]([C:32]([F:35])([F:34])[F:33])[CH:31]=[C:26]2[N:25]=1)C.[S:38]([O-:42])([O-])(=[O:40])=S.[Na+].[Na+]. Product: [CH2:2]([S:38]([C:15]1[CH:19]=[C:18]([C:20]([F:21])([F:23])[F:22])[S:17][C:16]=1[C:24]1[N:36]([CH3:37])[C:27]2=[N:28][CH:29]=[C:30]([C:32]([F:35])([F:33])[F:34])[CH:31]=[C:26]2[N:25]=1)(=[O:42])=[O:40])[CH3:11]. The catalyst class is: 22. (7) Reactant: [CH3:1][O:2][C:3]1[CH:4]=[C:5]([OH:9])[CH:6]=[CH:7][CH:8]=1.[F:10][C:11]([F:15])([F:14])[CH2:12]I.C(=O)([O-])[O-].[Cs+].[Cs+].O. Product: [CH3:1][O:2][C:3]1[CH:8]=[CH:7][CH:6]=[C:5]([O:9][CH2:12][C:11]([F:15])([F:14])[F:10])[CH:4]=1. The catalyst class is: 3.